From a dataset of Catalyst prediction with 721,799 reactions and 888 catalyst types from USPTO. Predict which catalyst facilitates the given reaction. (1) Reactant: [N:1]1[C:10]2[C:5](=[CH:6][C:7]([CH:11]=O)=[CH:8][CH:9]=2)[CH:4]=[N:3][CH:2]=1.[S:13]1[CH2:19][C:17](=[O:18])[NH:16][C:14]1=[S:15].C([O-])(=O)C.[Na+].O. Product: [N:1]1[C:10]2[C:5](=[CH:6][C:7]([CH:11]=[C:19]3[S:13][C:14](=[S:15])[NH:16][C:17]3=[O:18])=[CH:8][CH:9]=2)[CH:4]=[N:3][CH:2]=1. The catalyst class is: 15. (2) Reactant: C(Cl)(=O)C(Cl)=O.CS(C)=O.[F:11][C:12]1[CH:38]=[CH:37][C:15]([CH2:16][N:17]2[CH2:22][CH2:21][N:20]([C:23]([CH2:25][O:26][C:27]3[CH:32]=[CH:31][C:30]([Cl:33])=[CH:29][CH:28]=3)=[O:24])[CH2:19][CH:18]2[CH2:34][CH2:35][OH:36])=[CH:14][CH:13]=1.C(N(CC)CC)C. Product: [F:11][C:12]1[CH:13]=[CH:14][C:15]([CH2:16][N:17]2[CH2:22][CH2:21][N:20]([C:23]([CH2:25][O:26][C:27]3[CH:32]=[CH:31][C:30]([Cl:33])=[CH:29][CH:28]=3)=[O:24])[CH2:19][CH:18]2[CH2:34][CH:35]=[O:36])=[CH:37][CH:38]=1. The catalyst class is: 2. (3) Reactant: C(OC([N:8]1[CH2:13][CH2:12][N:11]([CH2:14][C:15]2[N:16]([CH3:41])[C:17]3[C:22]([N:23]=2)=[C:21]([N:24]2[CH2:29][CH2:28][O:27][CH2:26][CH2:25]2)[N:20]=[C:19]([N:30]2[C:34]4[CH:35]=[CH:36][CH:37]=[CH:38][C:33]=4[N:32]=[C:31]2[CH2:39][CH3:40])[N:18]=3)[C:10](=[O:42])[CH:9]1[CH:43]([CH3:45])[CH3:44])=O)(C)(C)C.C(O)(C(F)(F)F)=O. Product: [CH2:39]([C:31]1[N:30]([C:19]2[N:18]=[C:17]3[C:22]([N:23]=[C:15]([CH2:14][N:11]4[CH2:12][CH2:13][NH:8][CH:9]([CH:43]([CH3:45])[CH3:44])[C:10]4=[O:42])[N:16]3[CH3:41])=[C:21]([N:24]3[CH2:29][CH2:28][O:27][CH2:26][CH2:25]3)[N:20]=2)[C:34]2[CH:35]=[CH:36][CH:37]=[CH:38][C:33]=2[N:32]=1)[CH3:40]. The catalyst class is: 2. (4) Reactant: Cl[C:2]1[C:11]2[C:6](=[CH:7][CH:8]=[CH:9][CH:10]=2)[N:5]=[C:4]([C:12]2[CH:17]=[CH:16][CH:15]=[CH:14][CH:13]=2)[CH:3]=1.[NH2:18][C:19]1[CH:23]=[C:22]([CH3:24])[NH:21][N:20]=1. Product: [CH3:24][C:22]1[CH:23]=[C:19]([NH:18][C:2]2[C:11]3[C:6](=[CH:7][CH:8]=[CH:9][CH:10]=3)[N:5]=[C:4]([C:12]3[CH:17]=[CH:16][CH:15]=[CH:14][CH:13]=3)[CH:3]=2)[NH:20][N:21]=1. The catalyst class is: 400. (5) Reactant: Br[CH2:2][C:3]1[N:13]([CH2:14][CH2:15][C:16]2[CH:21]=[CH:20][C:19]([Cl:22])=[CH:18][CH:17]=2)[C:6]2[N:7]=[C:8]([C:11]#[N:12])[N:9]=[CH:10][C:5]=2[CH:4]=1.[F:23][C:24]1[CH:25]=[C:26]([CH:29]=[CH:30][C:31]=1[OH:32])[CH:27]=[O:28].C(=O)([O-])[O-].[K+].[K+]. Product: [Cl:22][C:19]1[CH:20]=[CH:21][C:16]([CH2:15][CH2:14][N:13]2[C:6]3[N:7]=[C:8]([C:11]#[N:12])[N:9]=[CH:10][C:5]=3[CH:4]=[C:3]2[CH2:2][O:32][C:31]2[CH:30]=[CH:29][C:26]([CH:27]=[O:28])=[CH:25][C:24]=2[F:23])=[CH:17][CH:18]=1. The catalyst class is: 18. (6) Reactant: [F:1][C:2]([F:10])([F:9])[C:3]1[NH:7][N:6]=[C:5]([SH:8])[N:4]=1.[F:11][C:12]([F:21])([F:20])[C:13]([F:19])([F:18])[C:14]([F:17])([F:16])I.C(N(CC)CC)C. Product: [F:18][C:13]([F:19])([C:12]([F:21])([F:20])[F:11])[C:14]([S:8][C:5]1[N:4]=[C:3]([C:2]([F:10])([F:9])[F:1])[NH:7][N:6]=1)([F:17])[F:16]. The catalyst class is: 39. (7) Reactant: [Cl:1][C:2]1[CH:7]=[CH:6][C:5]([C@H:8]2[CH2:13][CH2:12][N:11](C)[CH2:10][C@H:9]2[C:15]([O:17][CH3:18])=[O:16])=[CH:4][CH:3]=1.ClC(OC(Cl)C)=O.C(N(CC)CC)C.[C:41](O[C:41]([O:43][C:44]([CH3:47])([CH3:46])[CH3:45])=[O:42])([O:43][C:44]([CH3:47])([CH3:46])[CH3:45])=[O:42]. Product: [Cl:1][C:2]1[CH:7]=[CH:6][C:5]([C@H:8]2[CH2:13][CH2:12][N:11]([C:41]([O:43][C:44]([CH3:45])([CH3:46])[CH3:47])=[O:42])[CH2:10][C@H:9]2[C:15]([O:17][CH3:18])=[O:16])=[CH:4][CH:3]=1. The catalyst class is: 26. (8) Reactant: [NH:1]1[CH2:6][CH2:5][CH:4]([C:7]#[N:8])[CH2:3][CH2:2]1.[F:9][C:10]1[CH:25]=[CH:24][C:13]([C:14]([N:16]([CH3:23])[C@@H:17]([CH:20]([CH3:22])[CH3:21])[CH:18]=O)=[O:15])=[CH:12][C:11]=1[CH3:26].[Na].[BH4-].[Na+]. Product: [C:7]([CH:4]1[CH2:5][CH2:6][N:1]([CH2:18][C@@H:17]([N:16]([CH3:23])[C:14](=[O:15])[C:13]2[CH:24]=[CH:25][C:10]([F:9])=[C:11]([CH3:26])[CH:12]=2)[CH:20]([CH3:21])[CH3:22])[CH2:2][CH2:3]1)#[N:8]. The catalyst class is: 271.